From a dataset of Full USPTO retrosynthesis dataset with 1.9M reactions from patents (1976-2016). Predict the reactants needed to synthesize the given product. Given the product [F:5][C:6]1[CH:7]=[C:8]([CH:12]=[CH:13][CH:14]=1)[C:9]([N:3]=[C:2]=[S:1])=[O:10], predict the reactants needed to synthesize it. The reactants are: [S-:1][C:2]#[N:3].[K+].[F:5][C:6]1[CH:7]=[C:8]([CH:12]=[CH:13][CH:14]=1)[C:9](Cl)=[O:10].